This data is from Full USPTO retrosynthesis dataset with 1.9M reactions from patents (1976-2016). The task is: Predict the reactants needed to synthesize the given product. (1) Given the product [F:1][C:2]1[CH:11]=[C:10]([CH:12]([NH2:26])[CH3:13])[C:9]([C:15]2[CH:20]=[CH:19][CH:18]=[C:17]([F:21])[CH:16]=2)=[C:8]2[C:3]=1[CH:4]=[CH:5][CH:6]=[N:7]2, predict the reactants needed to synthesize it. The reactants are: [F:1][C:2]1[CH:11]=[C:10]([C:12](=O)[CH3:13])[C:9]([C:15]2[CH:20]=[CH:19][CH:18]=[C:17]([F:21])[CH:16]=2)=[C:8]2[C:3]=1[CH:4]=[CH:5][CH:6]=[N:7]2.C([O-])(=O)C.[NH4+:26].[Na].O1CCCC1. (2) Given the product [CH2:1]([O:8][CH2:9][C@@H:10]1[CH2:14][C@@H:13]([C:15]2[N:23]3[C:18]([C:19]([NH:24][C@@H:25]4[C:33]5[C:28](=[CH:29][CH:30]=[CH:31][CH:32]=5)[CH2:27][CH2:26]4)=[N:20][CH:21]=[N:22]3)=[CH:17][CH:16]=2)[CH2:12][C@@H:11]1[O:34][C:35](=[O:42])[C:36]1[CH:37]=[CH:38][CH:39]=[CH:40][CH:41]=1)[C:2]1[CH:7]=[CH:6][CH:5]=[CH:4][CH:3]=1, predict the reactants needed to synthesize it. The reactants are: [CH2:1]([O:8][CH2:9][C:10]1[C@@H:11]([O:34][C:35](=[O:42])[C:36]2[CH:41]=[CH:40][CH:39]=[CH:38][CH:37]=2)[CH2:12][C@H:13]([C:15]2[N:23]3[C:18]([C:19]([NH:24][C@@H:25]4[C:33]5[C:28](=[CH:29][CH:30]=[CH:31][CH:32]=5)[CH2:27][CH2:26]4)=[N:20][CH:21]=[N:22]3)=[CH:17][CH:16]=2)[CH:14]=1)[C:2]1[CH:7]=[CH:6][CH:5]=[CH:4][CH:3]=1.C(OC[C@H]1C[C@@H](C2N3C(C(N[C@@H]4C5C(=CC=CC=5)CC4)=NC=N3)=CC=2)C[C@@H]1OC(=O)C1C=CC=CC=1)C1C=CC=CC=1. (3) Given the product [Si:24]([O:23][CH2:22][C:17]1[N:18]([CH3:21])[C:19]2[C:15]([CH:16]=1)=[CH:14][C:13]1[CH:31]([OH:32])[CH:3]=[CH:2][CH2:1][N:4]([C:5]([O:6][C:7]([CH3:10])([CH3:9])[CH3:8])=[O:11])[C:12]=1[CH:20]=2)([C:27]([CH3:30])([CH3:29])[CH3:28])([CH3:26])[CH3:25], predict the reactants needed to synthesize it. The reactants are: [CH2:1]([N:4]([C:12]1[CH:20]=[C:19]2[C:15]([CH:16]=[C:17]([CH2:22][O:23][Si:24]([C:27]([CH3:30])([CH3:29])[CH3:28])([CH3:26])[CH3:25])[N:18]2[CH3:21])=[CH:14][C:13]=1[CH:31]=[O:32])[C:5](=[O:11])[O:6][C:7]([CH3:10])([CH3:9])[CH3:8])[CH:2]=[CH2:3].C([Mg]Br)=CC. (4) Given the product [CH3:1][O:2][C:3]1[CH:4]=[C:5]([CH:9]=[CH:10][C:11]=1[O:12][CH3:13])[CH2:6][CH2:7][NH:8][C:22](=[O:23])[CH2:21][CH2:20][C:19]1[CH:18]=[CH:17][C:16]([C:15]([F:27])([F:28])[F:14])=[CH:26][CH:25]=1, predict the reactants needed to synthesize it. The reactants are: [CH3:1][O:2][C:3]1[CH:4]=[C:5]([CH:9]=[CH:10][C:11]=1[O:12][CH3:13])[CH2:6][CH2:7][NH2:8].[F:14][C:15]([F:28])([F:27])[C:16]1[CH:26]=[CH:25][C:19]([CH2:20][CH2:21][C:22](O)=[O:23])=[CH:18][CH:17]=1. (5) Given the product [Br:3][C:4]1[C:9]([O:10][CH:12]2[CH2:17][CH2:16][CH2:15][CH2:14][CH2:13]2)=[CH:8][CH:7]=[CH:6][N:5]=1, predict the reactants needed to synthesize it. The reactants are: [H-].[Na+].[Br:3][C:4]1[C:9]([OH:10])=[CH:8][CH:7]=[CH:6][N:5]=1.Br[CH:12]1[CH2:17][CH2:16][CH2:15][CH2:14][CH2:13]1.O. (6) Given the product [CH2:13]1[C@H:22]2[C@H:17]([CH2:18][CH2:19][C:20]3[CH:26]=[CH:25][CH:24]=[CH:23][C:21]=32)[N:16]([C:10]([C:3]2[C:4]3[C:9](=[CH:8][CH:7]=[CH:6][CH:5]=3)[NH:1][CH:2]=2)=[O:12])[CH2:15][CH2:14]1, predict the reactants needed to synthesize it. The reactants are: [NH:1]1[C:9]2[C:4](=[CH:5][CH:6]=[CH:7][CH:8]=2)[C:3]([C:10]([OH:12])=O)=[CH:2]1.[CH2:13]1[C@H:22]2[C@H:17]([CH2:18][CH2:19][C:20]3[CH:26]=[CH:25][CH:24]=[CH:23][C:21]=32)[NH:16][CH2:15][CH2:14]1.F[P-](F)(F)(F)(F)F.N1(OC(N(C)C)=[N+](C)C)C2N=CC=CC=2N=N1. (7) Given the product [CH:20]1([CH2:19][O:18][C:3]2[C:2]([C:33]3[CH:34]=[CH:35][C:30]([CH2:29][CH2:28][C:23]([OH:25])=[O:24])=[CH:31][CH:32]=3)=[CH:17][C:6]([C:7](=[O:8])[NH:9][C@@H:10]3[CH2:15][CH2:14][CH2:13][CH2:12][C@H:11]3[OH:16])=[CH:5][N:4]=2)[CH2:22][CH2:21]1, predict the reactants needed to synthesize it. The reactants are: Br[C:2]1[C:3]([O:18][CH2:19][CH:20]2[CH2:22][CH2:21]2)=[N:4][CH:5]=[C:6]([CH:17]=1)[C:7]([NH:9][C@@H:10]1[CH2:15][CH2:14][CH2:13][CH2:12][C@H:11]1[OH:16])=[O:8].[C:23]([CH2:28][CH2:29][C:30]1[CH:35]=[CH:34][C:33](B(O)O)=[CH:32][CH:31]=1)([O:25]CC)=[O:24]. (8) Given the product [F:26][C:21]1[CH:20]=[C:19]([NH2:18])[CH:24]=[CH:23][C:22]=1[O:25][C:6]1[CH:11]=[CH:10][N:9]=[C:8]([CH3:12])[CH:7]=1, predict the reactants needed to synthesize it. The reactants are: NC1C=C(C=CC=1)O[C:6]1[CH:11]=[CH:10][N:9]=[C:8]([C:12](N)=O)[CH:7]=1.[NH2:18][C:19]1[CH:24]=[CH:23][C:22]([OH:25])=[C:21]([F:26])[CH:20]=1.ClC1C=CN=C(C#N)C=1. (9) Given the product [S:1]1[CH:5]=[CH:4][CH:3]=[C:2]1[C@H:6]1[CH2:8][C@@H:7]1[C:9]([Cl:15])=[O:11], predict the reactants needed to synthesize it. The reactants are: [S:1]1[CH:5]=[CH:4][CH:3]=[C:2]1[C@H:6]1[CH2:8][C@@H:7]1[C:9]([OH:11])=O.C(Cl)(=O)C([Cl:15])=O.CN(C=O)C.